From a dataset of Forward reaction prediction with 1.9M reactions from USPTO patents (1976-2016). Predict the product of the given reaction. (1) Given the reactants [C:1]([O:5][C:6]([NH:8][C@@H:9]([C:18]([OH:20])=O)[CH2:10][C:11]1[CH:16]=[CH:15][C:14]([CH3:17])=[CH:13][CH:12]=1)=[O:7])([CH3:4])([CH3:3])[CH3:2].CCN(C(C)C)C(C)C.Cl.[CH3:31][O:32][C:33]1[CH:34]=[C:35]([C:41]2[C@@H:50]3[C@@H:45]([CH2:46][CH2:47][CH2:48][CH2:49]3)[C:44](=[O:51])[N:43]([CH:52]3[CH2:57][CH2:56][NH:55][CH2:54][CH2:53]3)[N:42]=2)[CH:36]=[CH:37][C:38]=1[O:39][CH3:40].CCOC(C(C#N)=NOC(N1CCOCC1)=[N+](C)C)=O.F[P-](F)(F)(F)(F)F.C(=O)(O)[O-].[Na+], predict the reaction product. The product is: [CH3:31][O:32][C:33]1[CH:34]=[C:35]([C:41]2[C@@H:50]3[C@@H:45]([CH2:46][CH2:47][CH2:48][CH2:49]3)[C:44](=[O:51])[N:43]([CH:52]3[CH2:53][CH2:54][N:55]([C:18](=[O:20])[C@H:9]([NH:8][C:6](=[O:7])[O:5][C:1]([CH3:2])([CH3:3])[CH3:4])[CH2:10][C:11]4[CH:12]=[CH:13][C:14]([CH3:17])=[CH:15][CH:16]=4)[CH2:56][CH2:57]3)[N:42]=2)[CH:36]=[CH:37][C:38]=1[O:39][CH3:40]. (2) Given the reactants [Cl:1][C:2]1[CH:7]=[CH:6][C:5]([CH3:8])=[N+:4]([O-])[C:3]=1[C:10]#[N:11].C[Si](C#N)(C)C.CN(C)C(Cl)=O.[Cl-].[Na+], predict the reaction product. The product is: [Cl:1][C:2]1[C:3]([C:10]#[N:11])=[N:4][C:5]([CH3:8])=[CH:6][CH:7]=1. (3) Given the reactants CCCC[N+](CCCC)(CCCC)CCCC.[F-].[Si]([O:26][CH2:27][CH2:28][N:29]1[CH:33]=[C:32]([C:34]2[CH:39]=[CH:38][CH:37]=[CH:36][CH:35]=2)[C:31]([C:40]([N:42]2[CH2:47][CH2:46][N:45]([C:48]3[CH:53]=[C:52]([O:54][CH3:55])[CH:51]=[C:50]([O:56][CH3:57])[CH:49]=3)[CH2:44][CH2:43]2)=[O:41])=[CH:30]1)(C(C)(C)C)(C)C.C(OCC)(=O)C, predict the reaction product. The product is: [CH3:55][O:54][C:52]1[CH:53]=[C:48]([N:45]2[CH2:46][CH2:47][N:42]([C:40]([C:31]3[C:32]([C:34]4[CH:39]=[CH:38][CH:37]=[CH:36][CH:35]=4)=[CH:33][N:29]([CH2:28][CH2:27][OH:26])[CH:30]=3)=[O:41])[CH2:43][CH2:44]2)[CH:49]=[C:50]([O:56][CH3:57])[CH:51]=1. (4) Given the reactants C=C.[CH2:3]=[CH:4][CH2:5][CH2:6][CH2:7][CH2:8][CH2:9][CH3:10].[AlH]1CCCCO1, predict the reaction product. The product is: [CH2:3]=[CH2:4].[CH2:3]=[CH:4][CH2:5][CH2:6][CH2:7][CH2:8][CH2:9][CH3:10].